This data is from Full USPTO retrosynthesis dataset with 1.9M reactions from patents (1976-2016). The task is: Predict the reactants needed to synthesize the given product. (1) Given the product [CH3:40][C:33]1[C:34]2[CH2:35][CH2:36][CH2:37][CH2:38][C:39]=2[N:30]2[N:29]=[C:28](/[CH:5]=[C:6]3\[C@@H:7]4[N:11]([C:12]\3=[O:13])[C:10]([C:14]([OH:16])=[O:15])=[CH:9][S:8]4)[N:41]=[C:31]2[N:32]=1, predict the reactants needed to synthesize it. The reactants are: C(O[CH:5]([C:28]1[N:41]=[C:31]2[N:32]=[C:33]([CH3:40])[C:34]3[CH2:35][CH2:36][CH2:37][CH2:38][C:39]=3[N:30]2[N:29]=1)[C:6]1(Br)[C:12](=[O:13])[N:11]2[C@@H:7]1[S:8][CH:9]=[C:10]2[C:14]([O:16]CC1C=CC([N+]([O-])=O)=CC=1)=[O:15])(=O)C.C(#N)C. (2) Given the product [C:1]([C:3]1[CH:4]=[CH:5][C:6]([O:7][CH2:8][CH:9]([OH:29])[CH2:10][N:11]2[CH2:18][CH:17]3[CH2:19][CH:13]([CH2:14][N:15]([C:20]([NH:22][CH2:23][C:24](=[O:25])[NH:35][CH2:32][CH2:33][CH3:34])=[O:21])[CH2:16]3)[CH2:12]2)=[CH:30][CH:31]=1)#[N:2], predict the reactants needed to synthesize it. The reactants are: [C:1]([C:3]1[CH:31]=[CH:30][C:6]([O:7][CH2:8][CH:9]([OH:29])[CH2:10][N:11]2[CH2:18][CH:17]3[CH2:19][CH:13]([CH2:14][N:15]([C:20]([NH:22][CH2:23][C:24](OCC)=[O:25])=[O:21])[CH2:16]3)[CH2:12]2)=[CH:5][CH:4]=1)#[N:2].[CH2:32]([NH2:35])[CH2:33][CH3:34].[C-]#N.[Na+]. (3) Given the product [Cl:20][CH2:14][C:12]([NH:11][CH2:10][CH:9]([C:7]1[CH:8]=[C:3]([O:2][CH3:1])[CH:4]=[CH:5][C:6]=1[O:17][CH3:18])[OH:16])=[O:13], predict the reactants needed to synthesize it. The reactants are: [CH3:1][O:2][C:3]1[CH:4]=[CH:5][C:6]([O:17][CH3:18])=[C:7]([CH:9]([OH:16])[CH2:10][NH:11][C:12]([CH2:14]N)=[O:13])[CH:8]=1.Cl.[Cl:20]CC(Cl)=O. (4) The reactants are: [C:1]([C:3]1[CH:32]=[CH:31][C:6]([CH2:7][NH:8][C:9](=[O:30])[CH:10]([C:13]2[CH:18]=[C:17]([O:19][CH2:20][CH3:21])[CH:16]=[C:15]([O:22][CH:23]3[CH2:28][CH2:27][NH:26][CH2:25][CH2:24]3)[C:14]=2[F:29])[O:11][CH3:12])=[CH:5][CH:4]=1)#[N:2].[C:33]1([S:39](Cl)(=[O:41])=[O:40])[CH:38]=[CH:37][CH:36]=[CH:35][CH:34]=1.C(N(CC)CC)C.CCOC(C)=O. Given the product [C:33]1([S:39]([N:26]2[CH2:25][CH2:24][CH:23]([O:22][C:15]3[C:14]([F:29])=[C:13]([CH:10]([O:11][CH3:12])[C:9]([NH:8][CH2:7][C:6]4[CH:31]=[CH:32][C:3]([C:1]#[N:2])=[CH:4][CH:5]=4)=[O:30])[CH:18]=[C:17]([O:19][CH2:20][CH3:21])[CH:16]=3)[CH2:28][CH2:27]2)(=[O:41])=[O:40])[CH:38]=[CH:37][CH:36]=[CH:35][CH:34]=1, predict the reactants needed to synthesize it.